This data is from Forward reaction prediction with 1.9M reactions from USPTO patents (1976-2016). The task is: Predict the product of the given reaction. (1) Given the reactants [SH:1][C:2]1[N:7]=[C:6]([N:8]2[CH2:13][CH2:12][O:11][CH2:10][CH2:9]2)[C:5]2[CH2:14][O:15][C:16]([CH3:19])([CH3:18])[CH2:17][C:4]=2[C:3]=1[C:20]#[N:21].C(=O)([O-])[O-].[K+].[K+].Cl[CH2:29][C:30]([NH2:32])=[O:31], predict the reaction product. The product is: [NH2:21][C:20]1[C:3]2[C:2](=[N:7][C:6]([N:8]3[CH2:9][CH2:10][O:11][CH2:12][CH2:13]3)=[C:5]3[CH2:14][O:15][C:16]([CH3:18])([CH3:19])[CH2:17][C:4]3=2)[S:1][C:29]=1[C:30]([NH2:32])=[O:31]. (2) Given the reactants C[O:2][C:3](=[O:22])[C:4]1[CH:9]=[CH:8][C:7]([N:10]2[C:14]3[CH:15]=[CH:16][C:17]([C:19]#[N:20])=[CH:18][C:13]=3[N:12]=[C:11]2[CH3:21])=[CH:6][CH:5]=1.[Li+].[OH-], predict the reaction product. The product is: [C:19]([C:17]1[CH:16]=[CH:15][C:14]2[N:10]([C:7]3[CH:6]=[CH:5][C:4]([C:3]([OH:22])=[O:2])=[CH:9][CH:8]=3)[C:11]([CH3:21])=[N:12][C:13]=2[CH:18]=1)#[N:20].